From a dataset of NCI-60 drug combinations with 297,098 pairs across 59 cell lines. Regression. Given two drug SMILES strings and cell line genomic features, predict the synergy score measuring deviation from expected non-interaction effect. (1) Drug 1: C1CC(C1)(C(=O)O)C(=O)O.[NH2-].[NH2-].[Pt+2]. Drug 2: C1C(C(OC1N2C=NC(=NC2=O)N)CO)O. Cell line: BT-549. Synergy scores: CSS=21.3, Synergy_ZIP=-4.31, Synergy_Bliss=-3.66, Synergy_Loewe=0.243, Synergy_HSA=1.86. (2) Drug 1: CC1=C(C=C(C=C1)NC(=O)C2=CC=C(C=C2)CN3CCN(CC3)C)NC4=NC=CC(=N4)C5=CN=CC=C5. Drug 2: C1=CC=C(C=C1)NC(=O)CCCCCCC(=O)NO. Cell line: KM12. Synergy scores: CSS=7.81, Synergy_ZIP=-0.753, Synergy_Bliss=5.46, Synergy_Loewe=-13.2, Synergy_HSA=-2.07. (3) Drug 1: C1=NC2=C(N=C(N=C2N1C3C(C(C(O3)CO)O)O)F)N. Drug 2: CCC1(C2=C(COC1=O)C(=O)N3CC4=CC5=C(C=CC(=C5CN(C)C)O)N=C4C3=C2)O.Cl. Cell line: NCIH23. Synergy scores: CSS=27.5, Synergy_ZIP=-1.26, Synergy_Bliss=4.31, Synergy_Loewe=-13.1, Synergy_HSA=3.67. (4) Drug 1: CN1CCC(CC1)COC2=C(C=C3C(=C2)N=CN=C3NC4=C(C=C(C=C4)Br)F)OC. Drug 2: CN(CC1=CN=C2C(=N1)C(=NC(=N2)N)N)C3=CC=C(C=C3)C(=O)NC(CCC(=O)O)C(=O)O. Cell line: NCI-H522. Synergy scores: CSS=17.3, Synergy_ZIP=-7.21, Synergy_Bliss=-6.50, Synergy_Loewe=-11.0, Synergy_HSA=-6.48. (5) Drug 1: CC1=C2C(C(=O)C3(C(CC4C(C3C(C(C2(C)C)(CC1OC(=O)C(C(C5=CC=CC=C5)NC(=O)C6=CC=CC=C6)O)O)OC(=O)C7=CC=CC=C7)(CO4)OC(=O)C)O)C)OC(=O)C. Drug 2: CN(CC1=CN=C2C(=N1)C(=NC(=N2)N)N)C3=CC=C(C=C3)C(=O)NC(CCC(=O)O)C(=O)O. Cell line: ACHN. Synergy scores: CSS=18.3, Synergy_ZIP=-0.381, Synergy_Bliss=-1.22, Synergy_Loewe=-39.5, Synergy_HSA=-0.853. (6) Synergy scores: CSS=-3.95, Synergy_ZIP=-2.16, Synergy_Bliss=-5.75, Synergy_Loewe=-16.4, Synergy_HSA=-8.53. Drug 1: CCC1(CC2CC(C3=C(CCN(C2)C1)C4=CC=CC=C4N3)(C5=C(C=C6C(=C5)C78CCN9C7C(C=CC9)(C(C(C8N6C)(C(=O)OC)O)OC(=O)C)CC)OC)C(=O)OC)O.OS(=O)(=O)O. Cell line: CCRF-CEM. Drug 2: COC1=C2C(=CC3=C1OC=C3)C=CC(=O)O2. (7) Drug 1: C1C(C(OC1N2C=C(C(=O)NC2=O)F)CO)O. Drug 2: CC1CCCC2(C(O2)CC(NC(=O)CC(C(C(=O)C(C1O)C)(C)C)O)C(=CC3=CSC(=N3)C)C)C. Cell line: RXF 393. Synergy scores: CSS=25.5, Synergy_ZIP=0.157, Synergy_Bliss=-1.10, Synergy_Loewe=-10.5, Synergy_HSA=-1.87. (8) Drug 1: CC1=C(C=C(C=C1)C(=O)NC2=CC(=CC(=C2)C(F)(F)F)N3C=C(N=C3)C)NC4=NC=CC(=N4)C5=CN=CC=C5. Drug 2: CN(C(=O)NC(C=O)C(C(C(CO)O)O)O)N=O. Cell line: HOP-62. Synergy scores: CSS=-1.17, Synergy_ZIP=11.7, Synergy_Bliss=11.3, Synergy_Loewe=4.97, Synergy_HSA=3.88. (9) Drug 1: C1=CC(=CC=C1CC(C(=O)O)N)N(CCCl)CCCl.Cl. Drug 2: COC1=NC(=NC2=C1N=CN2C3C(C(C(O3)CO)O)O)N. Cell line: SF-295. Synergy scores: CSS=14.7, Synergy_ZIP=-1.41, Synergy_Bliss=3.84, Synergy_Loewe=-8.52, Synergy_HSA=2.49.